From a dataset of Retrosynthesis with 50K atom-mapped reactions and 10 reaction types from USPTO. Predict the reactants needed to synthesize the given product. (1) Given the product COCN1C(=O)COc2ccc(N3C[C@H](NC(=O)OC(C)(C)C)CC3=O)cc21, predict the reactants needed to synthesize it. The reactants are: CC(C)(C)OC(=O)N[C@H]1CNC(=O)C1.COCN1C(=O)COc2ccc(Br)cc21. (2) Given the product N#Cc1cccc(C=Nn2c(=O)c(C3=NS(=O)(=O)c4ccccc4N3)c(O)c3sccc32)c1, predict the reactants needed to synthesize it. The reactants are: N#Cc1cccc(C=O)c1.Nn1c(=O)c(C2=NS(=O)(=O)c3ccccc3N2)c(O)c2sccc21. (3) Given the product C#CCNC(C=O)COC, predict the reactants needed to synthesize it. The reactants are: C#CCN.COCC(Cl)C=O. (4) Given the product Cn1cc(-c2cc(NS(=O)(=O)CCF)ccc2OC2CCOC2)c2cc[nH]c2c1=O, predict the reactants needed to synthesize it. The reactants are: Cn1cc(-c2cc(N)ccc2OC2CCOC2)c2cc[nH]c2c1=O.O=S(=O)(Cl)CCF. (5) Given the product O=C1Nc2c(Cl)cc(O)cc2CO1, predict the reactants needed to synthesize it. The reactants are: CC(=O)Oc1cc(Cl)c2c(c1)COC(=O)N2.